This data is from Forward reaction prediction with 1.9M reactions from USPTO patents (1976-2016). The task is: Predict the product of the given reaction. (1) Given the reactants C(O[C:6](=O)[NH:7][C:8]([CH3:39])([CH3:38])[CH2:9][N:10]([C:34](=[O:37])[CH:35]=C)[CH:11]([C:15]1[N:24]([CH2:25][C:26]2[CH:31]=[CH:30][CH:29]=[CH:28][CH:27]=2)[C:23](=[O:32])[C:22]2[C:17](=[CH:18][C:19]([Cl:33])=[CH:20][CH:21]=2)[N:16]=1)[CH:12]([CH3:14])[CH3:13])(C)(C)C.C(OC(=O)NC(C)(C)CNC(C1N(CC2C=CC=CC=2)C(=O)C2C(=CC(Cl)=CC=2)N=1)C(C)C)(C)(C)C, predict the reaction product. The product is: [CH2:25]([N:24]1[C:23](=[O:32])[C:22]2[C:17](=[CH:18][C:19]([Cl:33])=[CH:20][CH:21]=2)[N:16]=[C:15]1[CH:11]([N:10]1[C:34](=[O:37])[CH2:35][CH2:6][NH:7][C:8]([CH3:39])([CH3:38])[CH2:9]1)[CH:12]([CH3:14])[CH3:13])[C:26]1[CH:27]=[CH:28][CH:29]=[CH:30][CH:31]=1. (2) Given the reactants Br[C:2]1[CH:3]=[C:4]([CH:9]=[C:10]([C:12]2[CH:17]=[CH:16][C:15]([CH3:18])=[CH:14][N:13]=2)[CH:11]=1)[C:5]([O:7][CH3:8])=[O:6].[NH:19]1[CH2:24][CH2:23][O:22][CH2:21][C:20]1=[O:25].C(=O)([O-])[O-].[Cs+].[Cs+].CC1(C)C2C(=C(P(C3C=CC=CC=3)C3C=CC=CC=3)C=CC=2)OC2C(P(C3C=CC=CC=3)C3C=CC=CC=3)=CC=CC1=2, predict the reaction product. The product is: [CH3:18][C:15]1[CH:16]=[CH:17][C:12]([C:10]2[CH:9]=[C:4]([CH:3]=[C:2]([N:19]3[CH2:24][CH2:23][O:22][CH2:21][C:20]3=[O:25])[CH:11]=2)[C:5]([O:7][CH3:8])=[O:6])=[N:13][CH:14]=1. (3) Given the reactants [O:1]1[CH2:6][CH:5]([O:7][C:8](=[O:47])[NH:9][C@@H:10]([CH2:40][C:41]2[CH:46]=[CH:45][CH:44]=[CH:43][CH:42]=2)[C@H:11]([OH:39])[CH2:12][N:13]([CH2:31][C:32]([CH3:38])([CH3:37])[CH2:33][CH2:34][C:35]#[N:36])[S:14]([C:17]2[CH:22]=[CH:21][C:20]([O:23]CC3C=CC=CC=3)=[CH:19][CH:18]=2)(=[O:16])=[O:15])[CH2:4][O:3][CH2:2]1, predict the reaction product. The product is: [O:1]1[CH2:6][CH:5]([O:7][C:8](=[O:47])[NH:9][C@@H:10]([CH2:40][C:41]2[CH:46]=[CH:45][CH:44]=[CH:43][CH:42]=2)[C@H:11]([OH:39])[CH2:12][N:13]([CH2:31][C:32]([CH3:38])([CH3:37])[CH2:33][CH2:34][C:35]#[N:36])[S:14]([C:17]2[CH:22]=[CH:21][C:20]([OH:23])=[CH:19][CH:18]=2)(=[O:16])=[O:15])[CH2:4][O:3][CH2:2]1. (4) Given the reactants B(F)(F)F.CCOCC.[C:10]([O:13][CH:14]1[O:31][C@H:30]([CH2:32][O:33][C:34](=[O:36])[CH3:35])[C@@H:25]([O:26][C:27](=[O:29])[CH3:28])[C@H:20]([O:21][C:22](=[O:24])[CH3:23])[C@@H:15]1[O:16][C:17](=[O:19])[CH3:18])(=O)[CH3:11].[Br:37]C(C(O)I)I, predict the reaction product. The product is: [C:17]([O:16][C@H:15]1[C@@H:20]([O:21][C:22](=[O:24])[CH3:23])[C@H:25]([O:26][C:27](=[O:29])[CH3:28])[C@@H:30]([CH2:32][O:33][C:34](=[O:36])[CH3:35])[O:31][C@@H:14]1[O:13][CH2:10][CH2:11][Br:37])(=[O:19])[CH3:18]. (5) Given the reactants [CH3:1][CH:2]1[CH2:7][C:6](=[O:8])[CH2:5][C:4](=[O:9])[CH2:3]1.C(N(CC)CC)C.[CH3:17][O:18][C:19]1[CH:27]=[CH:26][C:22]([C:23](Cl)=[O:24])=[CH:21][CH:20]=1.C[Si](C#N)(C)C.OC1CCCC(=O)C=1C(=O)C1C=CC(OC)=CC=1, predict the reaction product. The product is: [OH:8][C:6]1[CH2:7][CH:2]([CH3:1])[CH2:3][C:4](=[O:9])[C:5]=1[C:23](=[O:24])[C:22]1[CH:26]=[CH:27][C:19]([O:18][CH3:17])=[CH:20][CH:21]=1. (6) Given the reactants C[O:2][C:3]([C:5]1[NH:6][C:7]([C:10](F)(F)F)=[CH:8][CH:9]=1)=[O:4].[Li+].[OH-:15].[CH3:16][CH2:17][OH:18].O, predict the reaction product. The product is: [CH2:17]([O:18][C:10]([C:7]1[NH:6][C:5]([C:3]([OH:2])=[O:4])=[CH:9][CH:8]=1)=[O:15])[CH3:16]. (7) Given the reactants C(OC([N:8]1[CH2:13][CH2:12][N:11]([CH2:14][C:15]2[CH:20]=[CH:19][CH:18]=[C:17]([Cl:21])[C:16]=2[Cl:22])[CH2:10][CH2:9]1)=O)(C)(C)C.[ClH:23], predict the reaction product. The product is: [ClH:21].[ClH:23].[Cl:22][C:16]1[C:17]([Cl:21])=[CH:18][CH:19]=[CH:20][C:15]=1[CH2:14][N:11]1[CH2:10][CH2:9][NH:8][CH2:13][CH2:12]1.